Dataset: Reaction yield outcomes from USPTO patents with 853,638 reactions. Task: Predict the reaction yield, written as a fraction of the theoretical maximum amount of product (1.0 means a 100% yield; for example, 0.34 means a 34% yield). (1) The reactants are [F:1][C:2]1[CH:7]=[C:6]([F:8])[CH:5]=[CH:4][C:3]=1[C:9]1[N:14]=[C:13]([N:15]2[CH2:20][CH2:19][NH:18][CH2:17][CH2:16]2)[CH:12]=[CH:11][CH:10]=1.[C:21]1([N:27]=[C:28]=[O:29])[CH:26]=[CH:25][CH:24]=[CH:23][CH:22]=1. No catalyst specified. The product is [F:1][C:2]1[CH:7]=[C:6]([F:8])[CH:5]=[CH:4][C:3]=1[C:9]1[N:14]=[C:13]([N:15]2[CH2:16][CH2:17][N:18]([C:28]([NH:27][C:21]3[CH:26]=[CH:25][CH:24]=[CH:23][CH:22]=3)=[O:29])[CH2:19][CH2:20]2)[CH:12]=[CH:11][CH:10]=1. The yield is 0.470. (2) The reactants are FC(F)(F)C1C=C(NC(=O)NC2C=CC(C3SC(CCC(OC)=O)=NC=3)=CC=2)C=CC=1.[NH2:32][C:33]1[CH:38]=[CH:37][C:36]([C:39]2[N:43]=[C:42]([CH2:44][CH2:45][C:46](C)(C)[C:47]([O:49][CH3:50])=[O:48])[O:41][N:40]=2)=[CH:35][CH:34]=1.[F:53][C:54]1[CH:59]=[C:58]([F:60])[CH:57]=[CH:56][C:55]=1[N:61]=[C:62]=[O:63]. No catalyst specified. The product is [F:53][C:54]1[CH:59]=[C:58]([F:60])[CH:57]=[CH:56][C:55]=1[NH:61][C:62](=[O:63])[NH:32][C:33]1[CH:34]=[CH:35][C:36]([C:39]2[N:43]=[C:42]([CH2:44][CH2:45][CH2:46][C:47]([O:49][CH3:50])=[O:48])[O:41][N:40]=2)=[CH:37][CH:38]=1. The yield is 0.770. (3) The reactants are [C:1]([C:4]1[CH:15]=[CH:14][C:13]([Br:16])=[CH:12][C:5]=1[O:6][CH2:7][C:8]([O:10]C)=[O:9])(=[O:3])[CH3:2].O.[OH-].[Na+]. The catalyst is O1CCCC1. The product is [C:1]([C:4]1[CH:15]=[CH:14][C:13]([Br:16])=[CH:12][C:5]=1[O:6][CH2:7][C:8]([OH:10])=[O:9])(=[O:3])[CH3:2]. The yield is 0.910.